From a dataset of Catalyst prediction with 721,799 reactions and 888 catalyst types from USPTO. Predict which catalyst facilitates the given reaction. (1) Reactant: [CH3:1][N:2]([CH3:28])[C:3]([C:5]1[C:6]2[C:7](=[O:27])[C@H:8]([OH:26])[C@@H:9]([C:20]3[CH:25]=[CH:24][CH:23]=[CH:22][CH:21]=3)[NH:10][C:11]=2[C:12]2[N:17]=[C:16]([CH3:18])[N:15]([CH3:19])[C:13]=2[CH:14]=1)=[O:4].[BH4-].[Na+].O.[Cl-].[NH4+]. Product: [CH3:28][N:2]([CH3:1])[C:3]([C:5]1[C:6]2[CH:7]([OH:27])[C@H:8]([OH:26])[C@@H:9]([C:20]3[CH:25]=[CH:24][CH:23]=[CH:22][CH:21]=3)[NH:10][C:11]=2[C:12]2[N:17]=[C:16]([CH3:18])[N:15]([CH3:19])[C:13]=2[CH:14]=1)=[O:4]. The catalyst class is: 5. (2) Reactant: [C:1]([O:5][C:6]([N:8]1[CH2:13][CH2:12][N:11]([C:14]2[CH:19]=[C:18]([C:20]3[CH:25]=[CH:24][C:23]([F:26])=[CH:22][CH:21]=3)[N:17]=[C:16](Cl)[N:15]=2)[C@H:10]([CH3:28])[CH2:9]1)=[O:7])([CH3:4])([CH3:3])[CH3:2].Br.[CH3:30][C@@H:31]1[CH2:35][CH2:34][CH2:33][NH:32]1.C([O-])([O-])=O.[K+].[K+]. Product: [C:1]([O:5][C:6]([N:8]1[CH2:13][CH2:12][N:11]([C:14]2[CH:19]=[C:18]([C:20]3[CH:25]=[CH:24][C:23]([F:26])=[CH:22][CH:21]=3)[N:17]=[C:16]([N:32]3[CH2:33][CH2:34][CH2:35][C@H:31]3[CH3:30])[N:15]=2)[C@H:10]([CH3:28])[CH2:9]1)=[O:7])([CH3:4])([CH3:3])[CH3:2]. The catalyst class is: 287. (3) Reactant: [OH-].[K+].C([O:5][C:6]([C:8]1[C:12]([CH3:13])=[C:11]([CH:14]=[O:15])[NH:10][CH:9]=1)=[O:7])C. Product: [CH:14]([C:11]1[NH:10][CH:9]=[C:8]([C:6]([OH:7])=[O:5])[C:12]=1[CH3:13])=[O:15]. The catalyst class is: 315. (4) Reactant: [F:1][C:2]1[CH:3]=[C:4]([CH:19]=[C:20]([O:22][C:23]2[CH:28]=[CH:27][C:26]([C:29]([F:32])([F:31])[F:30])=[CH:25][N:24]=2)[CH:21]=1)[CH:5]=[C:6]1[CH2:11][CH2:10][N:9](C(OC(C)(C)C)=O)[CH2:8][CH2:7]1.FC(F)(F)C(O)=O. Product: [F:1][C:2]1[CH:21]=[C:20]([CH:19]=[C:4]([CH:5]=[C:6]2[CH2:11][CH2:10][NH:9][CH2:8][CH2:7]2)[CH:3]=1)[O:22][C:23]1[CH:28]=[CH:27][C:26]([C:29]([F:32])([F:31])[F:30])=[CH:25][N:24]=1. The catalyst class is: 2. (5) Reactant: C1(C(=[N:14][C:15]2[CH:20]=[CH:19][C:18]([C:21]3[NH:26][C:25](=[O:27])[NH:24][CH:23]([C:28]4[CH:33]=[C:32]([N+:34]([O-:36])=[O:35])[C:31]([OH:37])=[C:30]([O:38][CH2:39][CH3:40])[CH:29]=4)[C:22]=3[C:41]3[CH:46]=[CH:45][CH:44]=[CH:43][CH:42]=3)=[CH:17][CH:16]=2)C2C=CC=CC=2)C=CC=CC=1.Cl. Product: [NH2:14][C:15]1[CH:20]=[CH:19][C:18]([C:21]2[NH:26][C:25](=[O:27])[NH:24][CH:23]([C:28]3[CH:33]=[C:32]([N+:34]([O-:36])=[O:35])[C:31]([OH:37])=[C:30]([O:38][CH2:39][CH3:40])[CH:29]=3)[C:22]=2[C:41]2[CH:42]=[CH:43][CH:44]=[CH:45][CH:46]=2)=[CH:17][CH:16]=1. The catalyst class is: 1. (6) Reactant: I[C:2]1[CH:7]=[CH:6][N:5]=[CH:4][C:3]=1[O:8][C:9](=[O:11])[CH3:10].[CH3:12][O:13][CH2:14][CH2:15][C:16]#[CH:17].C(OCC)C. Product: [CH3:12][O:13][CH2:14][CH2:15][C:16]#[C:17][C:2]1[CH:7]=[CH:6][N:5]=[CH:4][C:3]=1[O:8][C:9](=[O:11])[CH3:10]. The catalyst class is: 7.